This data is from Forward reaction prediction with 1.9M reactions from USPTO patents (1976-2016). The task is: Predict the product of the given reaction. (1) Given the reactants Br[C:2]1[NH:6][C:5]2[CH:7]=[C:8]([C:10]([O:12][CH3:13])=[O:11])[S:9][C:4]=2[C:3]=1[CH:14]1[CH2:19][CH2:18][CH2:17][CH2:16][CH2:15]1.[CH:20]([C:22]1[CH:27]=[CH:26][CH:25]=[CH:24][C:23]=1B(O)O)=[CH2:21].C([O-])([O-])=O.[Na+].[Na+], predict the reaction product. The product is: [CH:14]1([C:3]2[C:4]3[S:9][C:8]([C:10]([O:12][CH3:13])=[O:11])=[CH:7][C:5]=3[NH:6][C:2]=2[C:23]2[CH:24]=[CH:25][CH:26]=[CH:27][C:22]=2[CH:20]=[CH2:21])[CH2:19][CH2:18][CH2:17][CH2:16][CH2:15]1. (2) The product is: [Br:8][C:6]1[CH:7]=[C:2]([F:1])[C:3]([NH:10][C:11]([N:19]2[CH2:18][C:17]3[C:21](=[CH:22][CH:23]=[CH:24][C:16]=3[N+:13]([O-:15])=[O:14])[CH2:20]2)=[O:12])=[C:4]([F:9])[CH:5]=1. Given the reactants [F:1][C:2]1[CH:7]=[C:6]([Br:8])[CH:5]=[C:4]([F:9])[C:3]=1[N:10]=[C:11]=[O:12].[N+:13]([C:16]1[CH:24]=[CH:23][CH:22]=[C:21]2[C:17]=1[CH2:18][NH:19][CH2:20]2)([O-:15])=[O:14], predict the reaction product. (3) Given the reactants O[C:2]1[C:3]2[C:4](=[N:13][N:14]([CH3:16])[CH:15]=2)[N:5]=[C:6]([C:8]([O:10][CH2:11][CH3:12])=[O:9])[N:7]=1.P(Cl)(Cl)([Cl:19])=O, predict the reaction product. The product is: [Cl:19][C:2]1[C:3]2[C:4](=[N:13][N:14]([CH3:16])[CH:15]=2)[N:5]=[C:6]([C:8]([O:10][CH2:11][CH3:12])=[O:9])[N:7]=1. (4) Given the reactants [NH2:1][C:2]1[C:11]2[N:10]=[CH:9][C:8]([CH2:12][CH2:13][C:14]3[CH:22]=[CH:21][C:17]([C:18](Cl)=[O:19])=[CH:16][C:15]=3[CH3:23])=[CH:7][C:6]=2[C:5]2[CH:24]=[CH:25][C:26]([CH3:28])=[CH:27][C:4]=2[N:3]=1.[NH2:29][CH2:30][CH2:31][OH:32], predict the reaction product. The product is: [NH2:1][C:2]1[C:11]2[N:10]=[CH:9][C:8]([CH2:12][CH2:13][C:14]3[CH:22]=[CH:21][C:17]([C:18]([NH:29][CH2:30][CH2:31][OH:32])=[O:19])=[CH:16][C:15]=3[CH3:23])=[CH:7][C:6]=2[C:5]2[CH:24]=[CH:25][C:26]([CH3:28])=[CH:27][C:4]=2[N:3]=1. (5) Given the reactants [Br:1][C:2]1[CH:3]=[C:4]([CH2:8][O:9][Si:10]([C:13]([CH3:16])([CH3:15])[CH3:14])([CH3:12])[CH3:11])[CH:5]=[CH:6][CH:7]=1.[CH3:17][C:18]1([CH3:34])[C:22]([CH3:24])([CH3:23])[O:21][B:20]([B:20]2[O:21][C:22]([CH3:24])([CH3:23])[C:18]([CH3:34])([CH3:17])[O:19]2)[O:19]1, predict the reaction product. The product is: [Br:1][C:2]1[CH:3]=[C:4]([CH2:8][O:9][Si:10]([C:13]([CH3:16])([CH3:15])[CH3:14])([CH3:11])[CH3:12])[CH:5]=[C:6]([B:20]2[O:21][C:22]([CH3:24])([CH3:23])[C:18]([CH3:34])([CH3:17])[O:19]2)[CH:7]=1.